From a dataset of Reaction yield outcomes from USPTO patents with 853,638 reactions. Predict the reaction yield, written as a fraction of the theoretical maximum amount of product (1.0 means a 100% yield; for example, 0.34 means a 34% yield). (1) The reactants are [CH:1]([C:3]1[CH:10]=[CH:9][C:6]([C:7]#[N:8])=[CH:5][CH:4]=1)=O.COP([CH2:17][C:18](=[O:20])[CH3:19])(=O)OC.C([O-])([O-])=O.[K+].[K+]. The catalyst is O. The product is [O:20]=[C:18]([CH3:19])/[CH:17]=[CH:1]/[C:3]1[CH:10]=[CH:9][C:6]([C:7]#[N:8])=[CH:5][CH:4]=1. The yield is 0.720. (2) The catalyst is CO.O. The reactants are [CH3:1][O-:2].[Na+].[CH2:4]([O:6][CH:7]([O:10][CH2:11][CH3:12])[C:8]#[N:9])[CH3:5]. The product is [CH2:4]([O:6][CH:7]([O:10][CH2:11][CH3:12])[C:8](=[NH:9])[O:2][CH3:1])[CH3:5]. The yield is 0.770.